The task is: Predict the reactants needed to synthesize the given product.. This data is from Full USPTO retrosynthesis dataset with 1.9M reactions from patents (1976-2016). (1) Given the product [Br:1][C:2]1[CH:8]=[CH:7][CH:6]=[C:5]([Br:9])[C:3]=1[N:4]=[O:10], predict the reactants needed to synthesize it. The reactants are: [Br:1][C:2]1[CH:8]=[CH:7][CH:6]=[C:5]([Br:9])[C:3]=1[NH2:4].[OH:10]O. (2) Given the product [ClH:34].[CH3:1][N:2]1[C:6]([C:7]2[C:8](=[O:33])[NH:9][C:10](=[O:32])[N:11]([CH2:13][CH2:14][CH2:15][N:16]3[CH2:21][C@H:20]4[C@:18]([C:22]5[CH:27]=[CH:26][C:25]([C:28]([F:29])([F:30])[F:31])=[CH:24][CH:23]=5)([CH2:19]4)[CH2:17]3)[CH:12]=2)=[CH:5][N:4]=[CH:3]1, predict the reactants needed to synthesize it. The reactants are: [CH3:1][N:2]1[C:6]([C:7]2[C:8](=[O:33])[NH:9][C:10](=[O:32])[N:11]([CH2:13][CH2:14][CH2:15][N:16]3[CH2:21][C@H:20]4[C@:18]([C:22]5[CH:27]=[CH:26][C:25]([C:28]([F:31])([F:30])[F:29])=[CH:24][CH:23]=5)([CH2:19]4)[CH2:17]3)[CH:12]=2)=[CH:5][N:4]=[CH:3]1.[ClH:34]. (3) Given the product [OH:11][C@H:10]([C@@H:9]([C:13](=[O:15])[NH:133][C@H:129]([C:130]([OH:132])=[O:131])[CH2:128][S:127][CH2:126]/[CH:125]=[C:124](\[CH3:134])/[CH2:123][CH2:122]/[CH:121]=[C:120](\[CH3:135])/[CH2:119][CH2:118][CH:117]=[C:116]([CH3:136])[CH3:115])[NH:8][C:1](=[O:2])[O:3][C:4]([CH3:5])([CH3:6])[CH3:7])[CH3:12], predict the reactants needed to synthesize it. The reactants are: [C:1]([NH:8][C@H:9]([C:13]([OH:15])=O)[C@@H:10]([CH3:12])[OH:11])([O:3][C:4]([CH3:7])([CH3:6])[CH3:5])=[O:2].C[C@@H](O)[C@@H]1NC(=O)[C@H](CCN)NC(=O)[C@H](CCN)NC(=O)[C@H](CC(C)C)NC(=O)[C@@H](CC2C=CC=CC=2)NC(=O)[C@H](CCN)NC(=O)[C@@H](NC([C@@H](N)CCN)=O)CCNC1=O.OS(O)(=O)=O.CN(C(ON1N=NC2C=CC=NC1=2)=[N+](C)C)C.F[P-](F)(F)(F)(F)F.C(N(CC)C(C)C)(C)C.[CH3:115][C:116]([CH3:136])=[CH:117][CH2:118][CH2:119]/[C:120](/[CH3:135])=[CH:121]/[CH2:122][CH2:123]/[C:124](/[CH3:134])=[CH:125]/[CH2:126][S:127][CH2:128][C@H:129]([NH2:133])[C:130]([OH:132])=[O:131]. (4) Given the product [CH3:64][N:65]1[CH2:70][CH2:69][N:68]([C:2]2[N:7]=[C:6]([C:8]([O:10][CH3:11])=[O:9])[CH:5]=[CH:4][CH:3]=2)[CH2:67][CH2:66]1, predict the reactants needed to synthesize it. The reactants are: Br[C:2]1[N:7]=[C:6]([C:8]([O:10][CH3:11])=[O:9])[CH:5]=[CH:4][CH:3]=1.C([O-])([O-])=O.[Cs+].[Cs+].C1C=CC(P(C2C(C3C(P(C4C=CC=CC=4)C4C=CC=CC=4)=CC=C4C=3C=CC=C4)=C3C(C=CC=C3)=CC=2)C2C=CC=CC=2)=CC=1.[CH3:64][N:65]1[CH2:70][CH2:69][NH:68][CH2:67][CH2:66]1. (5) Given the product [Br:1][C:2]1[CH:3]=[C:4]([N+:17]([O-:19])=[O:18])[C:5]([CH2:8][C:9]([O:11][CH3:12])=[O:10])=[N:6][CH:7]=1, predict the reactants needed to synthesize it. The reactants are: [Br:1][C:2]1[CH:3]=[C:4]([N+:17]([O-:19])=[O:18])[C:5]([CH:8](C(OC)=O)[C:9]([O:11][CH3:12])=[O:10])=[N:6][CH:7]=1.[Cl-].[Li+]. (6) Given the product [N:29]1[CH:34]=[CH:33][CH:32]=[CH:31][C:30]=1[S:35][C:36]1[CH:37]=[C:38]([O:43][C:44]2[C:45]([CH3:51])=[N:46][N:47]([CH3:50])[C:48]=2[CH3:49])[C:39]([NH:42][C:20]2[S:19][N:6]=[C:7]([C@H:8]3[CH2:12][O:11][C:10]4([CH2:13][CH2:14][CH2:15][CH2:16][CH2:17]4)[O:9]3)[N:21]=2)=[N:40][CH:41]=1, predict the reactants needed to synthesize it. The reactants are: CS(O[N:6]=[C:7](Cl)[C@H:8]1[CH2:12][O:11][C:10]2([CH2:17][CH2:16][CH2:15][CH2:14][CH2:13]2)[O:9]1)(=O)=O.[S-:19][C:20]#[N:21].[Na+].N1C=CC=CC=1.[N:29]1[CH:34]=[CH:33][CH:32]=[CH:31][C:30]=1[S:35][C:36]1[CH:37]=[C:38]([O:43][C:44]2[C:45]([CH3:51])=[N:46][N:47]([CH3:50])[C:48]=2[CH3:49])[C:39]([NH2:42])=[N:40][CH:41]=1.